From a dataset of Catalyst prediction with 721,799 reactions and 888 catalyst types from USPTO. Predict which catalyst facilitates the given reaction. (1) Reactant: [Br:1][C:2]1[CH:22]=[CH:21][C:5]([O:6][CH2:7][CH:8]2[CH2:13][CH2:12][N:11](C(OC(C)(C)C)=O)[CH2:10][CH2:9]2)=[C:4]([C:23]#[N:24])[CH:3]=1.[ClH:25].O1CCOCC1. Product: [OH:6][Cl:25].[Br:1][C:2]1[CH:22]=[CH:21][C:5]([O:6][CH2:7][CH:8]2[CH2:9][CH2:10][NH:11][CH2:12][CH2:13]2)=[C:4]([CH:3]=1)[C:23]#[N:24]. The catalyst class is: 2. (2) Reactant: [F:1][C:2]1([F:21])[CH2:6][CH2:5][N:4]([CH2:7][CH2:8][O:9][C:10]2[CH:15]=[CH:14][C:13]([N+:16]([O-])=O)=[CH:12][C:11]=2[O:19][CH3:20])[CH2:3]1. Product: [F:21][C:2]1([F:1])[CH2:6][CH2:5][N:4]([CH2:7][CH2:8][O:9][C:10]2[CH:15]=[CH:14][C:13]([NH2:16])=[CH:12][C:11]=2[O:19][CH3:20])[CH2:3]1. The catalyst class is: 99. (3) Reactant: Cl[C:2]1[C:11]([CH:12]=[O:13])=[CH:10][C:9]2[C:4](=[CH:5][CH:6]=[CH:7][C:8]=2[Cl:14])[N:3]=1.[F:15][C:16]([F:27])([F:26])[C:17]1[CH:22]=[CH:21][CH:20]=[CH:19][C:18]=1B(O)O.C(O)(O)=O. Product: [Cl:14][C:8]1[CH:7]=[CH:6][CH:5]=[C:4]2[C:9]=1[CH:10]=[C:11]([CH:12]=[O:13])[C:2]([C:18]1[CH:19]=[CH:20][CH:21]=[CH:22][C:17]=1[C:16]([F:27])([F:26])[F:15])=[N:3]2. The catalyst class is: 144. (4) Reactant: Cl[CH2:2][C:3]1[C:8](=[O:9])[CH:7]=[CH:6][N:5]([C:10]2[CH:11]=[N:12][N:13]([CH3:15])[CH:14]=2)[N:4]=1.[CH3:16][O:17][C:18]1[CH:19]=[N:20][C:21]([C:24]2[CH:29]=[CH:28][CH:27]=[C:26](B3OC(C)(C)C(C)(C)O3)[CH:25]=2)=[N:22][CH:23]=1.[O-]P([O-])([O-])=O.[K+].[K+].[K+].C(Cl)Cl. Product: [CH3:16][O:17][C:18]1[CH:23]=[N:22][C:21]([C:24]2[CH:29]=[C:28]([CH:27]=[CH:26][CH:25]=2)[CH2:2][C:3]2[C:8](=[O:9])[CH:7]=[CH:6][N:5]([C:10]3[CH:11]=[N:12][N:13]([CH3:15])[CH:14]=3)[N:4]=2)=[N:20][CH:19]=1. The catalyst class is: 140. (5) Reactant: FC1C=CC=CC=1[N:8]1[C:12]2[N:13]([CH3:18])[C:14](=[O:17])[CH:15]=[CH:16][C:11]=2[CH:10]=[N:9]1.[C:19]([N:23]1[C:27]2[N:28]([CH3:33])[C:29](=[O:32])[CH:30]=[CH:31][C:26]=2[CH:25]=[N:24]1)([CH3:22])([CH3:21])[CH3:20].[Br:34]Br.[OH-:36].[Na+]. Product: [C:19]([N:23]1[C:27]2[N:28]([CH3:33])[C:29](=[O:32])[CH:30]=[CH:31][C:26]=2[CH:25]=[N:24]1)([CH3:22])([CH3:21])[CH3:20].[C:14]([OH:17])(=[O:36])[CH3:15].[Br:34][C:15]1[C:14](=[O:17])[N:13]([CH3:18])[C:12]2[NH:8][N:9]=[CH:10][C:11]=2[CH:16]=1. The catalyst class is: 313. (6) Reactant: [OH:1][CH2:2][CH2:3][C@H:4]([NH:15][C:16]([C:18]1[C:19]2[CH:26]=[N:25][N:24]([C:27]3[CH:32]=[CH:31][C:30]([F:33])=[CH:29][CH:28]=3)[C:20]=2[CH:21]=[N:22][CH:23]=1)=[O:17])[C:5]1[CH:10]=[CH:9][N:8]=[C:7]([S:11]([CH3:14])(=[O:13])=[O:12])[CH:6]=1.C(N(CC)C(C)C)(C)C.[CH3:43][S:44](Cl)(=[O:46])=[O:45]. Product: [F:33][C:30]1[CH:29]=[CH:28][C:27]([N:24]2[C:20]3[CH:21]=[N:22][CH:23]=[C:18]([C:16]([NH:15][C@H:4]([C:5]4[CH:10]=[CH:9][N:8]=[C:7]([S:11]([CH3:14])(=[O:12])=[O:13])[CH:6]=4)[CH2:3][CH2:2][O:1][S:44]([CH3:43])(=[O:46])=[O:45])=[O:17])[C:19]=3[CH:26]=[N:25]2)=[CH:32][CH:31]=1. The catalyst class is: 4.